Dataset: Forward reaction prediction with 1.9M reactions from USPTO patents (1976-2016). Task: Predict the product of the given reaction. (1) Given the reactants [C:1]([C:4]1[CH:33]=[CH:32][C:7]2[NH:8][C:9]([C:11]3[CH:12]=[C:13]([CH:26]4[CH2:30][CH2:29][O:28][C:27]4=[O:31])[C:14](O)=[C:15]([C:18]4[CH:23]=[C:22]([F:24])[CH:21]=[CH:20][CH:19]=4)[C:16]=3[OH:17])=[N:10][C:6]=2[CH:5]=1)(=[NH:3])[NH2:2].[OH-:34].[Na+].C[OH:37], predict the reaction product. The product is: [C:1]([C:4]1[CH:33]=[CH:32][C:7]2[NH:8][C:9]([C:11]3[CH:12]=[C:13]([CH:26]([CH2:30][CH2:29][OH:28])[C:27]([OH:37])=[O:31])[CH:14]=[C:15]([C:18]4[CH:23]=[C:22]([F:24])[CH:21]=[CH:20][C:19]=4[OH:34])[C:16]=3[OH:17])=[N:10][C:6]=2[CH:5]=1)(=[NH:3])[NH2:2]. (2) Given the reactants [N:1]1[CH:6]=[CH:5][CH:4]=[C:3]([CH:7]=[CH:8][C:9]([OH:11])=O)[CH:2]=1.C(Cl)(=O)C([Cl:15])=O.CN(C=O)C, predict the reaction product. The product is: [ClH:15].[N:1]1[CH:6]=[CH:5][CH:4]=[C:3]([CH:7]=[CH:8][C:9]([Cl:15])=[O:11])[CH:2]=1. (3) Given the reactants [F:1][C:2]1[C:3]([O:14][CH3:15])=[C:4]([CH:8]=[C:9]([N+:11]([O-])=O)[CH:10]=1)[C:5]([NH2:7])=[O:6].[ClH:16], predict the reaction product. The product is: [ClH:16].[NH2:11][C:9]1[CH:10]=[C:2]([F:1])[C:3]([O:14][CH3:15])=[C:4]([CH:8]=1)[C:5]([NH2:7])=[O:6].[ClH:16]. (4) Given the reactants [N:1]1([CH:7]2[CH2:12][CH2:11][C:10](=[O:13])[CH2:9][CH2:8]2)[CH2:6][CH2:5][O:4][CH2:3][CH2:2]1.C[Si]([N-][Si](C)(C)C)(C)C.[Li+].C1C=CC(N([S:31]([C:34]([F:37])([F:36])[F:35])(=[O:33])=[O:32])[S:31]([C:34]([F:37])([F:36])[F:35])(=[O:33])=[O:32])=CC=1, predict the reaction product. The product is: [N:1]1([CH:7]2[CH2:8][CH2:9][C:10]([O:13][S:31]([C:34]([F:37])([F:36])[F:35])(=[O:33])=[O:32])=[CH:11][CH2:12]2)[CH2:2][CH2:3][O:4][CH2:5][CH2:6]1.